Task: Predict the product of the given reaction.. Dataset: Forward reaction prediction with 1.9M reactions from USPTO patents (1976-2016) (1) Given the reactants [Cl:1][C:2]1[CH:7]=[CH:6][C:5]([C:8]([F:18])([F:17])[CH2:9][N:10]2[CH2:15][CH2:14][CH:13]([NH2:16])[CH2:12][CH2:11]2)=[CH:4][CH:3]=1.Cl[C:20]1[C:21]2[CH:28]=[CH:27][NH:26][C:22]=2[N:23]=[CH:24][N:25]=1.CCN(C(C)C)C(C)C, predict the reaction product. The product is: [Cl:1][C:2]1[CH:3]=[CH:4][C:5]([C:8]([F:18])([F:17])[CH2:9][N:10]2[CH2:11][CH2:12][CH:13]([NH:16][C:20]3[C:21]4[CH:28]=[CH:27][NH:26][C:22]=4[N:23]=[CH:24][N:25]=3)[CH2:14][CH2:15]2)=[CH:6][CH:7]=1. (2) Given the reactants Cl[C:2]1[CH:3]=[C:4]([C:9]2[N:13]3[CH:14]=[CH:15][C:16]([C:19]([OH:22])([CH3:21])[CH3:20])=[C:17]([F:18])[C:12]3=[N:11][CH:10]=2)[CH:5]=[CH:6][C:7]=1[F:8].CC1(C)COB([C:30]2[CH:31]=[CH:32][C:33]([F:38])=[C:34]([CH:37]=2)[C:35]#[N:36])OC1, predict the reaction product. The product is: [F:38][C:33]1[CH:32]=[CH:31][C:30]([C:2]2[CH:3]=[C:4]([C:9]3[N:13]4[CH:14]=[CH:15][C:16]([C:19]([OH:22])([CH3:21])[CH3:20])=[C:17]([F:18])[C:12]4=[N:11][CH:10]=3)[CH:5]=[CH:6][C:7]=2[F:8])=[CH:37][C:34]=1[C:35]#[N:36]. (3) Given the reactants [Si:1]([O:8][CH2:9][CH2:10][CH:11]1[C:16]2[CH:17]=[CH:18][C:19]([C:21]([NH2:23])=[O:22])=[CH:20][C:15]=2[CH2:14][CH2:13][O:12]1)([C:4]([CH3:7])([CH3:6])[CH3:5])([CH3:3])[CH3:2].CO[CH:26](OC)[N:27]([CH3:29])[CH3:28], predict the reaction product. The product is: [Si:1]([O:8][CH2:9][CH2:10][CH:11]1[C:16]2[CH:17]=[CH:18][C:19]([C:21](/[N:23]=[CH:26]\[N:27]([CH3:29])[CH3:28])=[O:22])=[CH:20][C:15]=2[CH2:14][CH2:13][O:12]1)([C:4]([CH3:6])([CH3:7])[CH3:5])([CH3:3])[CH3:2]. (4) Given the reactants C(=O)([O-])[O-].[Cs+].[Cs+].[NH:7]1[CH:11]=[CH:10][CH:9]=[N:8]1.CN(C)C(=[O:16])C.Cl[C:19]1[N:24]=[CH:23][C:22]([NH2:25])=[CH:21][C:20]=1[CH3:26].[OH2:27], predict the reaction product. The product is: [CH3:26][C:20]1[C:19]([N:7]2[CH:11]=[CH:10][CH:9]=[N:8]2)=[N:24][CH:23]=[C:22]([N+:25]([O-:16])=[O:27])[CH:21]=1. (5) Given the reactants [F:1][C:2]1[CH:7]=[CH:6][C:5]([NH:8][C:9]([N:11]2[CH2:15][CH2:14][CH2:13][CH2:12]2)=[O:10])=[CH:4][C:3]=1[C:16]1[N:17]=[C:18]2[N:23]=[CH:22][C:21]([NH:24][C:25]([NH:27][NH2:28])=[O:26])=[CH:20][N:19]2[CH:29]=1.[C:30](O)(=O)C.C(N)=N.C(O)(=O)C, predict the reaction product. The product is: [F:1][C:2]1[CH:7]=[CH:6][C:5]([NH:8][C:9]([N:11]2[CH2:12][CH2:13][CH2:14][CH2:15]2)=[O:10])=[CH:4][C:3]=1[C:16]1[N:17]=[C:18]2[N:23]=[CH:22][C:21]([N:24]3[C:25](=[O:26])[NH:27][N:28]=[CH:30]3)=[CH:20][N:19]2[CH:29]=1.